Dataset: Peptide-MHC class I binding affinity with 185,985 pairs from IEDB/IMGT. Task: Regression. Given a peptide amino acid sequence and an MHC pseudo amino acid sequence, predict their binding affinity value. This is MHC class I binding data. (1) The peptide sequence is PLTNQRYRV. The MHC is HLA-A25:01 with pseudo-sequence HLA-A25:01. The binding affinity (normalized) is 0.0847. (2) The peptide sequence is DAEFVMCLEA. The MHC is HLA-A68:02 with pseudo-sequence HLA-A68:02. The binding affinity (normalized) is 0.318. (3) The peptide sequence is RSRPSGDLR. The MHC is HLA-A68:01 with pseudo-sequence HLA-A68:01. The binding affinity (normalized) is 0.392. (4) The peptide sequence is TTVKYPNL. The MHC is H-2-Db with pseudo-sequence H-2-Db. The binding affinity (normalized) is 0. (5) The binding affinity (normalized) is 0.0847. The MHC is HLA-A31:01 with pseudo-sequence HLA-A31:01. The peptide sequence is GRVIPRMLY. (6) The peptide sequence is AMCTNTFVLK. The MHC is HLA-A11:01 with pseudo-sequence HLA-A11:01. The binding affinity (normalized) is 0.719. (7) The peptide sequence is LYNTIAVLY. The MHC is HLA-A02:01 with pseudo-sequence HLA-A02:01. The binding affinity (normalized) is 0.284. (8) The peptide sequence is KSAQVPLPL. The MHC is HLA-A03:01 with pseudo-sequence HLA-A03:01. The binding affinity (normalized) is 0.0847.